This data is from Full USPTO retrosynthesis dataset with 1.9M reactions from patents (1976-2016). The task is: Predict the reactants needed to synthesize the given product. (1) Given the product [CH2:47]([C@:42]1([CH3:41])[C:43](=[O:44])[N:20]([C:21]2[CH:22]=[CH:23][C:24]([O:27][C:28]3[CH:35]=[CH:34][C:31]([C:32]#[N:33])=[C:30]([O:36][CH:37]([CH3:39])[CH3:38])[CH:29]=3)=[N:25][CH:26]=2)[C:6](=[O:12])[NH:49]1)[CH3:48], predict the reactants needed to synthesize it. The reactants are: ClC(O[C:6](=[O:12])OC(Cl)(Cl)Cl)(Cl)Cl.C(N(CC)CC)C.[NH2:20][C:21]1[CH:22]=[CH:23][C:24]([O:27][C:28]2[CH:35]=[CH:34][C:31]([C:32]#[N:33])=[C:30]([O:36][CH:37]([CH3:39])[CH3:38])[CH:29]=2)=[N:25][CH:26]=1.[Cl-].[CH3:41][C@@:42]([NH3+:49])([CH2:47][CH3:48])[C:43](OC)=[O:44].C[O-].[Na+]. (2) Given the product [NH2:37][C:35]1[N:34]=[CH:33][N:32]=[C:31]2[N:30]([CH:8]([C:6]3[C:5]([O:11][CH3:12])=[C:4]([CH:13]4[CH2:14][CH2:15][N:16]([C:19]([O:21][C:22]([CH3:25])([CH3:24])[CH3:23])=[O:20])[CH2:17][CH2:18]4)[C:3]([CH3:26])=[C:2]([Cl:1])[CH:7]=3)[CH3:9])[N:29]=[C:28]([CH3:27])[C:36]=12, predict the reactants needed to synthesize it. The reactants are: [Cl:1][C:2]1[C:3]([CH3:26])=[C:4]([CH:13]2[CH2:18][CH2:17][N:16]([C:19]([O:21][C:22]([CH3:25])([CH3:24])[CH3:23])=[O:20])[CH2:15][CH2:14]2)[C:5]([O:11][CH3:12])=[C:6]([CH:8](Cl)[CH3:9])[CH:7]=1.[CH3:27][C:28]1[C:36]2[C:31](=[N:32][CH:33]=[N:34][C:35]=2[NH2:37])[NH:30][N:29]=1. (3) Given the product [CH3:39][C:38]([CH3:41])([CH3:40])[CH2:37][CH2:36][N:35]([CH2:33][CH3:34])[C:11](=[O:13])[CH2:10][C:9]1[C:8]2[CH:14]=[C:15]([O:18][CH3:19])[CH:16]=[CH:17][C:7]=2[O:6][C:5]=1[C:3](=[O:4])[C:2]([CH3:1])([CH3:21])[CH3:20], predict the reactants needed to synthesize it. The reactants are: [CH3:1][C:2]([CH3:21])([CH3:20])[C:3]([C:5]1[O:6][C:7]2[CH:17]=[CH:16][C:15]([O:18][CH3:19])=[CH:14][C:8]=2[C:9]=1[CH2:10][C:11]([OH:13])=O)=[O:4].C1C=CC2N(O)N=NC=2C=1.Cl.[CH2:33]([NH:35][CH2:36][CH2:37][C:38]([CH3:41])([CH3:40])[CH3:39])[CH3:34].CCN(C(C)C)C(C)C. (4) Given the product [CH3:35][C:32]1[S:31][C:30]([NH:29][C:26]([C:24]2[CH:23]=[CH:22][C:21]3[N:17]([CH2:16][CH2:15][O:14][CH2:13][O:12][CH2:11][CH2:10][CH2:9][NH2:8])[CH:18]=[N:19][C:20]=3[CH:25]=2)=[O:28])=[N:34][N:33]=1, predict the reactants needed to synthesize it. The reactants are: C(OC([NH:8][CH2:9][CH2:10][CH2:11][O:12][CH2:13][O:14][CH2:15][CH2:16][N:17]1[C:21]2[CH:22]=[CH:23][C:24]([C:26]([OH:28])=O)=[CH:25][C:20]=2[N:19]=[CH:18]1)=O)(C)(C)C.[NH2:29][C:30]1[S:31][C:32]([CH3:35])=[N:33][N:34]=1.